Task: Regression. Given a peptide amino acid sequence and an MHC pseudo amino acid sequence, predict their binding affinity value. This is MHC class I binding data.. Dataset: Peptide-MHC class I binding affinity with 185,985 pairs from IEDB/IMGT (1) The MHC is HLA-A29:02 with pseudo-sequence HLA-A29:02. The peptide sequence is WLAGFEPSE. The binding affinity (normalized) is 0.0847. (2) The peptide sequence is TQGYFPDWQNY. The MHC is HLA-A33:01 with pseudo-sequence HLA-A33:01. The binding affinity (normalized) is 0. (3) The peptide sequence is NTCDGNTFTY. The MHC is HLA-A23:01 with pseudo-sequence HLA-A23:01. The binding affinity (normalized) is 0.207. (4) The peptide sequence is NPVPVGNIY. The MHC is HLA-A03:01 with pseudo-sequence HLA-A03:01. The binding affinity (normalized) is 0. (5) The peptide sequence is SEAPNAKEEI. The MHC is HLA-B40:02 with pseudo-sequence HLA-B40:02. The binding affinity (normalized) is 0.250. (6) The peptide sequence is ATPYDINQML. The MHC is Patr-B1301 with pseudo-sequence Patr-B1301. The binding affinity (normalized) is 0.605. (7) The peptide sequence is FLKEEGGL. The MHC is HLA-A11:01 with pseudo-sequence HLA-A11:01. The binding affinity (normalized) is 0.127.